The task is: Predict the reaction yield, written as a fraction of the theoretical maximum amount of product (1.0 means a 100% yield; for example, 0.34 means a 34% yield).. This data is from Reaction yield outcomes from USPTO patents with 853,638 reactions. (1) The reactants are [F:1][C:2]1([F:30])[CH2:5][N:4]([C:6]([C:8]2[CH:9]=[C:10]3[C:15](=[CH:16][CH:17]=2)[CH:14]=[N:13][CH:12]=[C:11]3[C:18]2[CH:23]=[CH:22][C:21]([C:24]3[CH:25]=[N:26][N:27]([CH3:29])[CH:28]=3)=[CH:20][CH:19]=2)=[O:7])[CH2:3]1.ClC1C=C(C=CC=1)C(OO)=O.C([O-])(O)=O.[Na+].[N:47]1C=CC=CC=1.C1(C)C=CC(S(Cl)(=O)=O)=CC=1.C(CN)O. The catalyst is C(Cl)Cl.O. The product is [NH2:47][C:14]1[C:15]2[C:10](=[CH:9][C:8]([C:6]([N:4]3[CH2:5][C:2]([F:1])([F:30])[CH2:3]3)=[O:7])=[CH:17][CH:16]=2)[C:11]([C:18]2[CH:19]=[CH:20][C:21]([C:24]3[CH:25]=[N:26][N:27]([CH3:29])[CH:28]=3)=[CH:22][CH:23]=2)=[CH:12][N:13]=1. The yield is 0.180. (2) The catalyst is CN(C)C=O.C([O-])(=O)C.[Pd+2].C([O-])(=O)C.C1C=CC([P]([Pd]([P](C2C=CC=CC=2)(C2C=CC=CC=2)C2C=CC=CC=2)([P](C2C=CC=CC=2)(C2C=CC=CC=2)C2C=CC=CC=2)[P](C2C=CC=CC=2)(C2C=CC=CC=2)C2C=CC=CC=2)(C2C=CC=CC=2)C2C=CC=CC=2)=CC=1.O. The reactants are [F:1][C:2]1[CH:7]=[C:6](I)[CH:5]=[CH:4][C:3]=1[NH:9][CH:10]=[O:11].B1(B2OC(C)(C)C(C)(C)O2)OC(C)(C)C(C)(C)O1.C([O-])(=O)C.[K+].Br[C:36]1[CH:41]=[CH:40][C:39]([C:42](=[O:51])[CH2:43][C:44]([CH3:50])([CH3:49])[C:45]([O:47][CH3:48])=[O:46])=[CH:38][CH:37]=1.C(=O)([O-])[O-].[Cs+].[Cs+]. The yield is 0.460. The product is [F:1][C:2]1[CH:7]=[C:6]([C:36]2[CH:37]=[CH:38][C:39]([C:42](=[O:51])[CH2:43][C:44]([CH3:49])([CH3:50])[C:45]([O:47][CH3:48])=[O:46])=[CH:40][CH:41]=2)[CH:5]=[CH:4][C:3]=1[NH:9][CH:10]=[O:11]. (3) The reactants are C([O-])([O-])=O.[Na+].[Na+].FC(F)(F)S(O[C:13]1[CH2:14][CH2:15][N:16]([C:19]([O:21][C:22]([CH3:25])([CH3:24])[CH3:23])=[O:20])[CH2:17][CH:18]=1)(=O)=O.S(O)(O)(=O)=O.[NH2:33][C:34]1[CH:35]=[C:36](B(O)O)[CH:37]=[CH:38][CH:39]=1.[NH2:33][C:34]1[CH:39]=[C:38](B(O)O)[CH:37]=[CH:36][CH:35]=1.[Cl-].[Li+]. The catalyst is C(COC)OC. The product is [NH2:33][C:34]1[CH:39]=[C:38]([C:13]2[CH2:14][CH2:15][N:16]([C:19]([O:21][C:22]([CH3:25])([CH3:24])[CH3:23])=[O:20])[CH2:17][CH:18]=2)[CH:37]=[CH:36][CH:35]=1. The yield is 0.810. (4) The reactants are Cl.[CH3:2][O:3][C:4](=[O:27])[C@H:5]([CH2:7][C:8]1[CH:13]=[CH:12][C:11]([C:14]2[C:15](=[O:26])[N:16]([CH3:25])[C:17]([CH3:24])=[CH:18][C:19]=2[C:20]([F:23])([F:22])[F:21])=[CH:10][CH:9]=1)[NH2:6].CCN([CH:34]([CH3:36])[CH3:35])C(C)C. The catalyst is ClCCl. The product is [CH3:2][O:3][C:4](=[O:27])[C@H:5]([CH2:7][C:8]1[CH:9]=[CH:10][C:11]([C:14]2[C:15](=[O:26])[N:16]([CH3:25])[C:17]([CH3:24])=[CH:18][C:19]=2[C:20]([F:21])([F:22])[F:23])=[CH:12][CH:13]=1)[NH:6][C:15]([C:14]1[C:11]([CH3:12])=[CH:10][CH:9]=[CH:8][C:36]=1[CH2:34][CH3:35])=[O:26]. The yield is 0.620. (5) The reactants are [NH:1]1[CH:5]=[CH:4][C:3]([C:6]([O:8][CH2:9][CH3:10])=[O:7])=[CH:2]1.[Cl-].[Al+3].[Cl-].[Cl-].Br[CH:16]1[CH2:21][CH2:20][CH2:19][CH2:18][CH2:17]1. The catalyst is C(=S)=S. The product is [CH:16]1([C:5]2[NH:1][CH:2]=[C:3]([C:6]([O:8][CH2:9][CH3:10])=[O:7])[CH:4]=2)[CH2:21][CH2:20][CH2:19][CH2:18][CH2:17]1. The yield is 0.160. (6) The reactants are [CH3:1][O:2][C:3]1[CH:12]=[C:11]([O:13][CH3:14])[C:10]2[C:5](=[CH:6][CH:7]=[CH:8][CH:9]=2)[N:4]=1.[Li]CCCC.Cl[C:21]([O:23][CH2:24][CH3:25])=[O:22].O. The catalyst is C1COCC1. The product is [CH3:1][O:2][C:3]1[C:12]([C:21]([O:23][CH2:24][CH3:25])=[O:22])=[C:11]([O:13][CH3:14])[C:10]2[C:5](=[CH:6][CH:7]=[CH:8][CH:9]=2)[N:4]=1. The yield is 0.600. (7) The reactants are C[Si]([N-][Si](C)(C)C)(C)C.[K+].[CH2:11]([N:18]([CH2:30][C:31]1[CH:36]=[CH:35][CH:34]=[CH:33][CH:32]=1)[CH:19]([C:23]1([OH:29])[CH2:28][CH2:27][O:26][CH2:25][CH2:24]1)[C:20]([OH:22])=[O:21])[C:12]1[CH:17]=[CH:16][CH:15]=[CH:14][CH:13]=1.F[C:38]1[C:43]([F:44])=[C:42]([F:45])[CH:41]=[CH:40][C:39]=1[N+:46]([O-:48])=[O:47].OS([O-])(=O)=O.[K+]. The catalyst is C1COCC1.O. The product is [CH2:30]([N:18]([CH2:11][C:12]1[CH:13]=[CH:14][CH:15]=[CH:16][CH:17]=1)[CH:19]([C:23]1([O:29][C:38]2[C:43]([F:44])=[C:42]([F:45])[CH:41]=[CH:40][C:39]=2[N+:46]([O-:48])=[O:47])[CH2:28][CH2:27][O:26][CH2:25][CH2:24]1)[C:20]([OH:22])=[O:21])[C:31]1[CH:36]=[CH:35][CH:34]=[CH:33][CH:32]=1. The yield is 0.320.